Dataset: Catalyst prediction with 721,799 reactions and 888 catalyst types from USPTO. Task: Predict which catalyst facilitates the given reaction. (1) Reactant: [CH:1]([C:3]1[C:4]([F:15])=[CH:5][N:6]=[C:7]2[C:12]=1[N:11]=[C:10]([O:13][CH3:14])[CH:9]=[CH:8]2)=[CH2:2].[OH:16][C@H:17]1[CH2:21][NH:20][CH2:19][C@H:18]1[CH2:22][NH:23][C:24](=[O:33])[O:25][CH2:26][C:27]1[CH:32]=[CH:31][CH:30]=[CH:29][CH:28]=1. Product: [C:27]1([CH2:26][O:25][C:24](=[O:33])[NH:23][CH2:22][C@H:18]2[C@@H:17]([OH:16])[CH2:21][N:20]([CH2:2][CH2:1][C:3]3[C:12]4[C:7](=[CH:8][CH:9]=[C:10]([O:13][CH3:14])[N:11]=4)[N:6]=[CH:5][C:4]=3[F:15])[CH2:19]2)[CH:32]=[CH:31][CH:30]=[CH:29][CH:28]=1. The catalyst class is: 14. (2) Reactant: [F:1][C:2]1[CH:9]=[CH:8][C:5]([CH:6]=O)=[CH:4][N:3]=1.[CH3:10][O:11][C:12]1[CH:13]=[C:14]([CH:16]=[CH:17][CH:18]=1)[NH2:15]. Product: [F:1][C:2]1[N:3]=[CH:4][C:5]([CH:6]=[N:15][C:14]2[CH:16]=[CH:17][CH:18]=[C:12]([O:11][CH3:10])[CH:13]=2)=[CH:8][CH:9]=1. The catalyst class is: 8. (3) Reactant: [O:1]1[C:5]2[CH:6]=[CH:7][C:8]([C:10]3([C:13]([NH:15][C:16]4[CH:17]=[C:18]5[C:22](=[CH:23][CH:24]=4)[NH:21][C:20]([C:25]([CH3:28])([CH3:27])[CH3:26])=[C:19]5/[CH:29]=[N:30]\O)=[O:14])[CH2:12][CH2:11]3)=[CH:9][C:4]=2[O:3][CH2:2]1. Product: [O:1]1[C:5]2[CH:6]=[CH:7][C:8]([C:10]3([C:13]([NH:15][C:16]4[CH:17]=[C:18]5[C:22](=[CH:23][CH:24]=4)[NH:21][C:20]([C:25]([CH3:26])([CH3:28])[CH3:27])=[C:19]5[C:29]#[N:30])=[O:14])[CH2:12][CH2:11]3)=[CH:9][C:4]=2[O:3][CH2:2]1. The catalyst class is: 152. (4) Reactant: C(=O)([O-])[O-].[Cs+].[Cs+].C1(P(C2C=CC=CC=2)C2C=CC3C(=CC=CC=3)C=2C2C3C(=CC=CC=3)C=CC=2P(C2C=CC=CC=2)C2C=CC=CC=2)C=CC=CC=1.Br[C:54]1[S:58][C:57]([C:59]([O:61][CH2:62][CH3:63])=[O:60])=[CH:56][CH:55]=1.[NH:64]1[CH2:68][CH2:67][CH2:66][CH2:65]1. Product: [CH2:62]([O:61][C:59]([C:57]1[S:58][C:54]([N:64]2[CH2:68][CH2:67][CH2:66][CH2:65]2)=[CH:55][CH:56]=1)=[O:60])[CH3:63]. The catalyst class is: 187. (5) Reactant: FC(F)(F)COP([CH2:13][C:14]([O:16][CH3:17])=[O:15])(OCC(F)(F)F)=O.[H-].[Na+].[Br:22]Br.[O:24]=[C:25]1[C:33]2[C:28](=[CH:29][CH:30]=[CH:31][CH:32]=2)[C:27](=[O:34])[N:26]1[CH2:35][C:36]([CH3:41])([CH3:40])[CH2:37][CH:38]=O.[Cl-].[NH4+]. Product: [Br:22]/[C:13](=[CH:38]/[CH2:37][C:36]([CH3:41])([CH3:40])[CH2:35][N:26]1[C:25](=[O:24])[C:33]2[C:28](=[CH:29][CH:30]=[CH:31][CH:32]=2)[C:27]1=[O:34])/[C:14]([O:16][CH3:17])=[O:15]. The catalyst class is: 7. (6) Reactant: [Br:1][C:2]1[C:3]([C:9]([F:12])([F:11])[F:10])=[CH:4][C:5](Cl)=[N:6][CH:7]=1.[CH3:13][O-:14].[Na+]. Product: [Br:1][C:2]1[C:3]([C:9]([F:12])([F:11])[F:10])=[CH:4][C:5]([O:14][CH3:13])=[N:6][CH:7]=1. The catalyst class is: 24. (7) Reactant: Br[C:2]1[C:7]([N+:8]([O-:10])=[O:9])=[CH:6][CH:5]=[C:4]([Br:11])[N:3]=1.C(N(CC)CC)C.[CH2:19]([NH:26][CH2:27][C@H:28]([OH:30])[CH3:29])[C:20]1[CH:25]=[CH:24][CH:23]=[CH:22][CH:21]=1. Product: [CH2:19]([N:26]([C:2]1[C:7]([N+:8]([O-:10])=[O:9])=[CH:6][CH:5]=[C:4]([Br:11])[N:3]=1)[CH2:27][C@H:28]([OH:30])[CH3:29])[C:20]1[CH:25]=[CH:24][CH:23]=[CH:22][CH:21]=1. The catalyst class is: 8. (8) Reactant: [C:1]([C:3]1[N:8]=[CH:7][C:6]([NH:9][C@H:10]([CH2:14][CH:15]([CH3:17])[CH3:16])[C:11]([NH2:13])=[O:12])=[CH:5][C:4]=1[NH:18][C:19]1[S:23][N:22]=[C:21]([CH3:24])[CH:20]=1)#[N:2].[OH-].[Na+].OO.CC(O)=[O:31]. Product: [NH2:13][C:11](=[O:12])[C@H:10]([NH:9][C:6]1[CH:5]=[C:4]([NH:18][C:19]2[S:23][N:22]=[C:21]([CH3:24])[CH:20]=2)[C:3]([C:1]([NH2:2])=[O:31])=[N:8][CH:7]=1)[CH2:14][CH:15]([CH3:17])[CH3:16]. The catalyst class is: 593.